Dataset: Forward reaction prediction with 1.9M reactions from USPTO patents (1976-2016). Task: Predict the product of the given reaction. (1) The product is: [CH2:34]([C@@H:14]([CH2:13][CH2:12][C@H:8]([CH2:1][C:2]1[CH:3]=[CH:4][CH:5]=[CH:6][CH:7]=1)[C:9]([NH:41][C@H:42]1[CH2:48][CH2:47][S:46][C@H:45]2[CH2:49][CH2:50][C@@H:51]([C:53]([F:54])([F:56])[F:55])[CH2:52][N:44]2[C:43]1=[O:57])=[O:10])[C:15]([NH:17][C@H:18]1[CH2:24][CH2:23][CH2:22][CH2:21][N:20]([C:25]2[CH:30]=[CH:29][CH:28]=[CH:27][C:26]=2[O:31][CH3:32])[C:19]1=[O:33])=[O:16])[C:35]1[CH:40]=[CH:39][CH:38]=[CH:37][CH:36]=1. Given the reactants [CH2:1]([C@@H:8]([CH2:12][CH2:13][C@H:14]([CH2:34][C:35]1[CH:40]=[CH:39][CH:38]=[CH:37][CH:36]=1)[C:15]([NH:17][C@H:18]1[CH2:24][CH2:23][CH2:22][CH2:21][N:20]([C:25]2[CH:30]=[CH:29][CH:28]=[CH:27][C:26]=2[O:31][CH3:32])[C:19]1=[O:33])=[O:16])[C:9](O)=[O:10])[C:2]1[CH:7]=[CH:6][CH:5]=[CH:4][CH:3]=1.[NH2:41][C@H:42]1[CH2:48][CH2:47][S:46][C@H:45]2[CH2:49][CH2:50][C@@H:51]([C:53]([F:56])([F:55])[F:54])[CH2:52][N:44]2[C:43]1=[O:57], predict the reaction product. (2) Given the reactants Br[C:2]1[C:7]([CH3:8])=[C:6]([O:9][CH2:10][C:11]2[CH:16]=[CH:15][CH:14]=[CH:13][CH:12]=2)[C:5]([CH3:17])=[C:4]([CH3:18])[C:3]=1[O:19][CH2:20][C:21]1[CH:26]=[CH:25][CH:24]=[CH:23][CH:22]=1.[Li]CCCC.CN([CH:35]=[O:36])C.[NH4+].[Cl-], predict the reaction product. The product is: [CH2:20]([O:19][C:3]1[C:4]([CH3:18])=[C:5]([CH3:17])[C:6]([O:9][CH2:10][C:11]2[CH:16]=[CH:15][CH:14]=[CH:13][CH:12]=2)=[C:7]([CH3:8])[C:2]=1[CH:35]=[O:36])[C:21]1[CH:26]=[CH:25][CH:24]=[CH:23][CH:22]=1. (3) Given the reactants Cl[C:2]1[C:3]([O:8][C:9]2[CH:14]=[CH:13][C:12]([NH:15][C:16]3[S:17][C:18]4[CH:24]=[CH:23][CH:22]=[CH:21][C:19]=4[N:20]=3)=[CH:11][CH:10]=2)=[N:4][CH:5]=[CH:6][N:7]=1.[CH3:25][C:26]1[CH:31]=[C:30](B(O)O)[CH:29]=[CH:28][N:27]=1.C(=O)([O-])[O-].[Na+].[Na+], predict the reaction product. The product is: [CH3:25][C:26]1[CH:31]=[C:30]([C:2]2[C:3]([O:8][C:9]3[CH:14]=[CH:13][C:12]([NH:15][C:16]4[S:17][C:18]5[CH:24]=[CH:23][CH:22]=[CH:21][C:19]=5[N:20]=4)=[CH:11][CH:10]=3)=[N:4][CH:5]=[CH:6][N:7]=2)[CH:29]=[CH:28][N:27]=1. (4) Given the reactants Br[C:2]1[CH:7]=[CH:6][C:5]([CH2:8][CH2:9][CH2:10][CH2:11][CH2:12][CH2:13][CH3:14])=[CH:4][CH:3]=1.[N:15]1[CH:20]=[CH:19][CH:18]=[CH:17][C:16]=1[CH2:21][CH2:22][O:23][C:24](=[O:33])[C:25]1[CH:30]=[CH:29][C:28](Br)=[CH:27][C:26]=1[F:32], predict the reaction product. The product is: [N:15]1[CH:20]=[CH:19][CH:18]=[CH:17][C:16]=1[CH2:21][CH2:22][O:23][C:24]([C:25]1[CH:30]=[CH:29][C:28]([C:2]2[CH:3]=[CH:4][C:5]([CH2:8][CH2:9][CH2:10][CH2:11][CH2:12][CH2:13][CH3:14])=[CH:6][CH:7]=2)=[CH:27][C:26]=1[F:32])=[O:33]. (5) Given the reactants [C:1]12([NH:6][C:7]([C:9]3[CH:10]=[C:11]([C:15]4[C:16]([CH2:35][C:36](O)=[O:37])=[CH:17][C:18]5[O:22][C:21]([C:23]6[CH:28]=[CH:27][C:26]([F:29])=[CH:25][CH:24]=6)=[C:20]([C:30](=[O:33])[NH:31][CH3:32])[C:19]=5[CH:34]=4)[CH:12]=[CH:13][CH:14]=3)=[O:8])[CH2:5][CH:3]([CH2:4]1)[CH2:2]2.Cl.CN.C[CH2:43][N:44](C(C)C)C(C)C.CN(C(ON1N=NC2C=CC=NC1=2)=[N+](C)C)C.F[P-](F)(F)(F)(F)F, predict the reaction product. The product is: [C:1]12([NH:6][C:7]([C:9]3[CH:10]=[C:11]([C:15]4[C:16]([CH2:35][C:36]([NH:44][CH3:43])=[O:37])=[CH:17][C:18]5[O:22][C:21]([C:23]6[CH:28]=[CH:27][C:26]([F:29])=[CH:25][CH:24]=6)=[C:20]([C:30]([NH:31][CH3:32])=[O:33])[C:19]=5[CH:34]=4)[CH:12]=[CH:13][CH:14]=3)=[O:8])[CH2:5][CH:3]([CH2:2]1)[CH2:4]2. (6) Given the reactants C(O[C:9](=O)[NH:10][CH2:11][CH2:12][NH:13][C:14]1[C:19]([C:20]#[N:21])=[C:18]([C:22]2[O:23][CH:24]=[CH:25][CH:26]=2)[N:17]=[C:16]([NH2:27])[N:15]=1)C1C=CC=CC=1.[C:29]1(=O)[CH2:34][CH2:33]C[CH2:31][CH2:30]1.[H][H], predict the reaction product. The product is: [NH2:27][C:16]1[N:15]=[C:14]([NH:13][CH2:12][CH2:11][NH:10][CH:9]2[CH2:33][CH2:34][CH2:29][CH2:30][CH2:31]2)[C:19]([C:20]#[N:21])=[C:18]([C:22]2[O:23][CH:24]=[CH:25][CH:26]=2)[N:17]=1. (7) Given the reactants [NH2:1][CH2:2][CH2:3][C:4]1[CH:9]=[CH:8][CH:7]=[CH:6][C:5]=1[C:10]1[O:14][N:13]=[C:12]([C@@H:15]2[C@:20]([C:22]3[CH:27]=[CH:26][C:25]([F:28])=[C:24]([F:29])[CH:23]=3)([OH:21])[CH2:19][CH2:18][N:17]([C:30]([O:32][C:33]([CH3:36])([CH3:35])[CH3:34])=[O:31])[CH2:16]2)[C:11]=1[Cl:37].C(N(CC)CC)C.[C:45](OC(=O)C)(=[O:47])[CH3:46].O, predict the reaction product. The product is: [C:45]([NH:1][CH2:2][CH2:3][C:4]1[CH:9]=[CH:8][CH:7]=[CH:6][C:5]=1[C:10]1[O:14][N:13]=[C:12]([C@@H:15]2[C@:20]([C:22]3[CH:27]=[CH:26][C:25]([F:28])=[C:24]([F:29])[CH:23]=3)([OH:21])[CH2:19][CH2:18][N:17]([C:30]([O:32][C:33]([CH3:34])([CH3:36])[CH3:35])=[O:31])[CH2:16]2)[C:11]=1[Cl:37])(=[O:47])[CH3:46]. (8) Given the reactants [CH2:1]([C:3]([C:15]1[CH:20]=[CH:19][C:18]([OH:21])=[C:17]([CH3:22])[CH:16]=1)([C:6]1[CH:11]=[CH:10][C:9]([C:12]#[CH:13])=[C:8]([CH3:14])[CH:7]=1)[CH2:4][CH3:5])[CH3:2].[CH3:23][C:24]([CH3:33])([CH2:27][CH2:28][CH2:29][CH2:30][CH2:31][CH3:32])[CH:25]=[O:26], predict the reaction product. The product is: [CH2:1]([C:3]([C:15]1[CH:20]=[CH:19][C:18]([OH:21])=[C:17]([CH3:22])[CH:16]=1)([C:6]1[CH:11]=[CH:10][C:9]([C:12]#[C:13][CH:25]([OH:26])[C:24]([CH3:33])([CH3:23])[CH2:27][CH2:28][CH2:29][CH2:30][CH2:31][CH3:32])=[C:8]([CH3:14])[CH:7]=1)[CH2:4][CH3:5])[CH3:2].